The task is: Regression. Given two drug SMILES strings and cell line genomic features, predict the synergy score measuring deviation from expected non-interaction effect.. This data is from Merck oncology drug combination screen with 23,052 pairs across 39 cell lines. (1) Drug 1: NC1(c2ccc(-c3nc4ccn5c(=O)[nH]nc5c4cc3-c3ccccc3)cc2)CCC1. Drug 2: CCc1c2c(nc3ccc(O)cc13)-c1cc3c(c(=O)n1C2)COC(=O)C3(O)CC. Cell line: KPL1. Synergy scores: synergy=53.4. (2) Drug 1: NC(=O)c1cccc2cn(-c3ccc(C4CCCNC4)cc3)nc12. Drug 2: CC1(c2nc3c(C(N)=O)cccc3[nH]2)CCCN1. Cell line: PA1. Synergy scores: synergy=-0.294. (3) Drug 1: CCC1(O)CC2CN(CCc3c([nH]c4ccccc34)C(C(=O)OC)(c3cc4c(cc3OC)N(C)C3C(O)(C(=O)OC)C(OC(C)=O)C5(CC)C=CCN6CCC43C65)C2)C1. Drug 2: COC1=C2CC(C)CC(OC)C(O)C(C)C=C(C)C(OC(N)=O)C(OC)C=CC=C(C)C(=O)NC(=CC1=O)C2=O. Cell line: T47D. Synergy scores: synergy=-16.3. (4) Drug 1: CN(Cc1cnc2nc(N)nc(N)c2n1)c1ccc(C(=O)NC(CCC(=O)O)C(=O)O)cc1. Drug 2: CCN(CC)CCNC(=O)c1c(C)[nH]c(C=C2C(=O)Nc3ccc(F)cc32)c1C. Cell line: SW620. Synergy scores: synergy=-16.2. (5) Drug 1: C#Cc1cccc(Nc2ncnc3cc(OCCOC)c(OCCOC)cc23)c1. Drug 2: CCc1cnn2c(NCc3ccc[n+]([O-])c3)cc(N3CCCCC3CCO)nc12. Cell line: VCAP. Synergy scores: synergy=32.3. (6) Cell line: UWB1289BRCA1. Drug 1: N.N.O=C(O)C1(C(=O)O)CCC1.[Pt]. Drug 2: CC(C)CC(NC(=O)C(Cc1ccccc1)NC(=O)c1cnccn1)B(O)O. Synergy scores: synergy=-10.4. (7) Drug 1: O=C(CCCCCCC(=O)Nc1ccccc1)NO. Drug 2: NC1CCCCC1N.O=C(O)C(=O)O.[Pt+2]. Cell line: COLO320DM. Synergy scores: synergy=14.7. (8) Drug 1: COC1=C2CC(C)CC(OC)C(O)C(C)C=C(C)C(OC(N)=O)C(OC)C=CC=C(C)C(=O)NC(=CC1=O)C2=O. Drug 2: CCC1(O)C(=O)OCc2c1cc1n(c2=O)Cc2cc3c(CN(C)C)c(O)ccc3nc2-1. Cell line: NCIH2122. Synergy scores: synergy=-6.22. (9) Drug 1: CCC1(O)CC2CN(CCc3c([nH]c4ccccc34)C(C(=O)OC)(c3cc4c(cc3OC)N(C)C3C(O)(C(=O)OC)C(OC(C)=O)C5(CC)C=CCN6CCC43C65)C2)C1. Drug 2: Cc1nc(Nc2ncc(C(=O)Nc3c(C)cccc3Cl)s2)cc(N2CCN(CCO)CC2)n1. Cell line: RPMI7951. Synergy scores: synergy=8.22.